Dataset: Forward reaction prediction with 1.9M reactions from USPTO patents (1976-2016). Task: Predict the product of the given reaction. (1) Given the reactants [C:1]([C@@:18]1([N:26]2[C:36]3[N:35]=[C:33]([NH2:34])[NH:32][C:30](=[O:31])[C:29]=3[N:28]=[CH:27]2)[O:25][C@H:22]([CH2:23][OH:24])[C@@H:20]([OH:21])[CH2:19]1)(=[O:17])[CH2:2][CH2:3][CH2:4][CH2:5][CH2:6][CH2:7]CCCCCCCCC.C(Cl)(=O)C1C=CC=CC=1.C(Cl)(=O)CCCCCCCCCCCCCCC.C(=O)(O)[O-].[Na+], predict the reaction product. The product is: [C:1]([C@@:18]1([N:26]2[C:36]3[N:35]=[C:33]([NH2:34])[NH:32][C:30](=[O:31])[C:29]=3[N:28]=[CH:27]2)[O:25][C@H:22]([CH2:23][OH:24])[C@@H:20]([OH:21])[CH2:19]1)(=[O:17])[C:2]1[CH:3]=[CH:4][CH:5]=[CH:6][CH:7]=1. (2) Given the reactants C[O:2][C:3](=[O:27])[CH2:4][O:5][C:6]1[CH:11]=[CH:10][C:9]([O:12][CH2:13][C:14]2[S:15][CH:16]=[C:17]([C:19]3[CH:24]=[CH:23][CH:22]=[CH:21][C:20]=3[Cl:25])[N:18]=2)=[CH:8][C:7]=1[CH3:26].[Li+].[OH-].Cl, predict the reaction product. The product is: [Cl:25][C:20]1[CH:21]=[CH:22][CH:23]=[CH:24][C:19]=1[C:17]1[N:18]=[C:14]([CH2:13][O:12][C:9]2[CH:10]=[CH:11][C:6]([O:5][CH2:4][C:3]([OH:27])=[O:2])=[C:7]([CH3:26])[CH:8]=2)[S:15][CH:16]=1. (3) Given the reactants [C:1]1([CH3:8])[C:6]([OH:7])=[CH:5][CH:4]=[CH:3][CH:2]=1.[Cl-].[Mg+2].[Cl-].C(N(CC)CC)C.[CH2:19]=[O:20].Cl, predict the reaction product. The product is: [OH:20][C:19]1[C:1]([CH3:8])=[CH:2][CH:3]=[CH:4][C:5]=1[CH:6]=[O:7]. (4) Given the reactants [Cl:1][C:2]1[C:7]([CH:8]([CH2:10][CH:11]=O)[CH3:9])=[CH:6][C:5]([C:13]#[N:14])=[CH:4][C:3]=1[NH:15][C:16]1[N:21]=[C:20]([N:22]([CH:32]2[CH2:34][CH2:33]2)CC2C=CC(OC)=CC=2)[C:19]2=[N:35][CH:36]=[C:37]([C:38]#[N:39])[N:18]2[N:17]=1.[NH:40]1[CH2:43][CH:42]([OH:44])[CH2:41]1.CC(O)=O.C([BH3-])#N.[Na+], predict the reaction product. The product is: [Cl:1][C:2]1[C:7]([CH:8]([CH2:10][CH2:11][N:40]2[CH2:43][CH:42]([OH:44])[CH2:41]2)[CH3:9])=[CH:6][C:5]([C:13]#[N:14])=[CH:4][C:3]=1[NH:15][C:16]1[N:21]=[C:20]([NH:22][CH:32]2[CH2:33][CH2:34]2)[C:19]2=[N:35][CH:36]=[C:37]([C:38]#[N:39])[N:18]2[N:17]=1. (5) Given the reactants Cl.[C:2]([O:6][C:7](=[O:11])[CH2:8][CH2:9][NH2:10])([CH3:5])([CH3:4])[CH3:3].C(N(CC)CC)C.Br[CH2:20][C:21]1[CH:22]=[C:23]([CH:26]=[CH:27][CH:28]=1)[C:24]#[N:25], predict the reaction product. The product is: [C:24]([C:23]1[CH:22]=[C:21]([CH:28]=[CH:27][CH:26]=1)[CH2:20][NH:10][CH2:9][CH2:8][C:7]([O:6][C:2]([CH3:5])([CH3:4])[CH3:3])=[O:11])#[N:25]. (6) Given the reactants [CH3:1][C:2]1([CH3:22])[CH2:7][CH2:6][C:5]([C:8]2[C:9]([C:16]3[CH:21]=[CH:20][CH:19]=[CH:18][CH:17]=3)=[N:10][N:11]([CH3:15])[C:12]=2[CH:13]=[O:14])=[CH:4][CH2:3]1.C[Si](C#N)(C)C.[Na].[C:30](Cl)(=[O:32])C.[CH3:34][OH:35], predict the reaction product. The product is: [CH3:1][C:2]1([CH3:22])[CH2:7][CH2:6][C:5]([C:8]2[C:9]([C:16]3[CH:17]=[CH:18][CH:19]=[CH:20][CH:21]=3)=[N:10][N:11]([CH3:15])[C:12]=2[CH:13]([OH:14])[C:34]([O:32][CH3:30])=[O:35])=[CH:4][CH2:3]1. (7) Given the reactants [N:1]([CH2:4][C:5]1[CH:6]=[C:7]([CH:39]=[CH:40][CH:41]=1)[C:8]([NH:10][C:11]1[CH:16]=[CH:15][C:14]([N:17]2[CH2:22][CH2:21][CH2:20][CH2:19][CH2:18]2)=[CH:13][C:12]=1[C:23]([NH:25]/[N:26]=[CH:27]/[C:28]1[CH:33]=[CH:32][C:31]([Cl:34])=[C:30]([C:35]([F:38])([F:37])[F:36])[CH:29]=1)=[O:24])=[O:9])=[N+:2]=[N-:3].[Cl:42][CH2:43][CH2:44][O:45][CH2:46][CH2:47][O:48][CH2:49][CH2:50][O:51][CH2:52][CH2:53][C:54]#[CH:55], predict the reaction product. The product is: [Cl:34][C:31]1[CH:32]=[CH:33][C:28](/[CH:27]=[N:26]/[NH:25][C:23]([C:12]2[CH:13]=[C:14]([N:17]3[CH2:18][CH2:19][CH2:20][CH2:21][CH2:22]3)[CH:15]=[CH:16][C:11]=2[NH:10][C:8](=[O:9])[C:7]2[CH:39]=[CH:40][CH:41]=[C:5]([CH2:4][N:1]3[CH:55]=[C:54]([CH2:53][CH2:52][O:51][CH2:50][CH2:49][O:48][CH2:47][CH2:46][O:45][CH2:44][CH2:43][Cl:42])[N:3]=[N:2]3)[CH:6]=2)=[O:24])=[CH:29][C:30]=1[C:35]([F:38])([F:36])[F:37].